From a dataset of Reaction yield outcomes from USPTO patents with 853,638 reactions. Predict the reaction yield, written as a fraction of the theoretical maximum amount of product (1.0 means a 100% yield; for example, 0.34 means a 34% yield). (1) The catalyst is C1COCC1.CO.CCOC(C)=O.O. The yield is 0.780. The product is [OH:21][CH:18]([C:7]1[CH:8]=[C:9]2[C:4](=[CH:5][C:6]=1[C:22]([F:24])([F:23])[F:25])[NH:3][C:2](=[O:1])[N:11]([NH:12][S:13]([CH3:16])(=[O:15])=[O:14])[C:10]2=[O:17])[CH2:19][CH3:20]. The reactants are [O:1]=[C:2]1[N:11]([NH:12][S:13]([CH3:16])(=[O:15])=[O:14])[C:10](=[O:17])[C:9]2[C:4](=[CH:5][C:6]([C:22]([F:25])([F:24])[F:23])=[C:7]([C:18](=[O:21])[CH2:19][CH3:20])[CH:8]=2)[NH:3]1.[BH4-].[Na+].Cl. (2) The reactants are [N:1]1[C:2]([CH2:10][OH:11])=[CH:3][N:4]2[CH:9]=[CH:8][CH:7]=[CH:6][C:5]=12. The catalyst is CCO.[O-2].[Mn+4].[O-2]. The product is [NH3:1].[OH2:11].[N:1]1[C:2]([CH:10]=[O:11])=[CH:3][N:4]2[CH:9]=[CH:8][CH:7]=[CH:6][C:5]=12. The yield is 0.000100. (3) The reactants are Cl[C:2]1[N:7]=[C:6](Cl)[N:5]=[C:4]([C:9]2[CH:14]=[C:13]([Cl:15])[CH:12]=[CH:11][C:10]=2[CH3:16])[N:3]=1.[NH2:17][C:18]1[CH:25]=[CH:24][C:21]([CH2:22][OH:23])=[CH:20][CH:19]=1.[CH3:26][NH2:27]. No catalyst specified. The product is [Cl:15][C:13]1[CH:12]=[CH:11][C:10]([CH3:16])=[C:9]([C:4]2[N:5]=[C:6]([NH:27][CH3:26])[N:7]=[C:2]([NH:17][C:18]3[CH:25]=[CH:24][C:21]([CH2:22][OH:23])=[CH:20][CH:19]=3)[N:3]=2)[CH:14]=1. The yield is 0.810. (4) The reactants are Cl.Cl.[CH:3]1([NH:8][C:9]2[N:14]3[N:15]=[C:16]([C:30]4[CH:35]=[CH:34][C:33]([F:36])=[CH:32][CH:31]=4)[C:17]([C:18]4[CH:23]=[CH:22][N:21]=[C:20]([NH:24][CH:25]5[CH2:29][CH2:28][CH2:27][CH2:26]5)[N:19]=4)=[C:13]3[CH:12]=[CH:11][C:10]=2[C:37]([OH:39])=O)[CH2:7][CH2:6][CH2:5][CH2:4]1.S(Cl)(Cl)=O.[NH:44]1[CH2:48][CH2:47][CH2:46][CH2:45]1. The catalyst is ClCCl. The product is [CH:3]1([NH:8][C:9]2[N:14]3[N:15]=[C:16]([C:30]4[CH:31]=[CH:32][C:33]([F:36])=[CH:34][CH:35]=4)[C:17]([C:18]4[CH:23]=[CH:22][N:21]=[C:20]([NH:24][CH:25]5[CH2:29][CH2:28][CH2:27][CH2:26]5)[N:19]=4)=[C:13]3[CH:12]=[CH:11][C:10]=2[C:37]([N:44]2[CH2:48][CH2:47][CH2:46][CH2:45]2)=[O:39])[CH2:4][CH2:5][CH2:6][CH2:7]1. The yield is 0.490. (5) The reactants are [CH2:1]([Mg]Cl)[CH3:2].[N+:5]([C:8]1[CH:16]=[CH:15][C:11]([C:12](Cl)=[O:13])=[CH:10][CH:9]=1)([O-:7])=[O:6].Cl. The catalyst is C1COCC1.O.[Cl-].[Cl-].[Zn+2].C1C=CC([P]([Pd]([P](C2C=CC=CC=2)(C2C=CC=CC=2)C2C=CC=CC=2)([P](C2C=CC=CC=2)(C2C=CC=CC=2)C2C=CC=CC=2)[P](C2C=CC=CC=2)(C2C=CC=CC=2)C2C=CC=CC=2)(C2C=CC=CC=2)C2C=CC=CC=2)=CC=1. The product is [N+:5]([C:8]1[CH:9]=[CH:10][C:11]([C:12](=[O:13])[CH2:1][CH3:2])=[CH:15][CH:16]=1)([O-:7])=[O:6]. The yield is 0.400.